This data is from Experimentally validated miRNA-target interactions with 360,000+ pairs, plus equal number of negative samples. The task is: Binary Classification. Given a miRNA mature sequence and a target amino acid sequence, predict their likelihood of interaction. The miRNA is hsa-miR-326 with sequence CCUCUGGGCCCUUCCUCCAG. The protein sequence of the target gene is MLRMRVPALLVLLFCFRGRAGPSPHFLQQPEDLVVLLGEEARLPCALGAYWGLVQWTKSGLALGGQRDLPGWSRYWISGNAANGQHDLHIRPVELEDEASYECQATQAGLRSRPAQLHVLVPPEAPQVLGGPSVSLVAGVPANLTCRSRGDARPTPELLWFRDGVLLDGATFHQTLLKEGTPGSVESTLTLTPFSHDDGATFVCRARSQALPTGRDTAITLSLQYPPEVTLSASPHTVQEGEKVIFLCQATAQPPVTGYRWAKGGSPVLGARGPRLEVVADASFLTEPVSCEVSNAVGSA.... Result: 0 (no interaction).